From a dataset of Ames mutagenicity test results for genotoxicity prediction. Regression/Classification. Given a drug SMILES string, predict its toxicity properties. Task type varies by dataset: regression for continuous values (e.g., LD50, hERG inhibition percentage) or binary classification for toxic/non-toxic outcomes (e.g., AMES mutagenicity, cardiotoxicity, hepatotoxicity). Dataset: ames. (1) The result is 1 (mutagenic). The compound is COc1cc(-c2ccc(N=C=O)c(OC)c2)ccc1N=C=O. (2) The compound is OCc1ccc(-c2[nH]ccc3c4ccccc4nc2-3)o1. The result is 1 (mutagenic). (3) The drug is NC(=O)CC1CO1. The result is 1 (mutagenic). (4) The molecule is FC(F)(F)c1ccc(Cl)cc1. The result is 0 (non-mutagenic). (5) The compound is CCCCC(CC)COC(=O)c1ccc(N(C)C)c([N+](=O)[O-])c1. The result is 1 (mutagenic).